This data is from Forward reaction prediction with 1.9M reactions from USPTO patents (1976-2016). The task is: Predict the product of the given reaction. (1) Given the reactants [F:1][C:2]1([F:36])[CH2:6][CH2:5][N:4]([C:7]2[N:12]=[CH:11][C:10]([C:13]3[O:17][N:16]=[C:15]([C:18]4[CH:23]=[CH:22][C:21]([CH2:24][CH2:25][C:26]([OH:28])=[O:27])=[CH:20][C:19]=4[CH3:29])[N:14]=3)=[CH:9][C:8]=2[C:30]#[C:31][Si](C)(C)C)[CH2:3]1, predict the reaction product. The product is: [F:36][C:2]1([F:1])[CH2:6][CH2:5][N:4]([C:7]2[N:12]=[CH:11][C:10]([C:13]3[O:17][N:16]=[C:15]([C:18]4[CH:23]=[CH:22][C:21]([CH2:24][CH2:25][C:26]([OH:28])=[O:27])=[CH:20][C:19]=4[CH3:29])[N:14]=3)=[CH:9][C:8]=2[C:30]#[CH:31])[CH2:3]1. (2) The product is: [O:22]1[C:23]2[CH:29]=[CH:28][CH:27]=[CH:26][C:24]=2[N:25]=[CH:21]1. Given the reactants C(O[SiH](OCC)OCC)C.C(OC1C=CC([C:21]2[O:22][C:23]3[CH:29]=[CH:28][CH:27]=[CH:26][C:24]=3[N:25]=2)=CC=1)C=C, predict the reaction product. (3) Given the reactants [BH4-].[Na+].[CH3:3][C:4]1[CH:5]=[C:6](/[CH:11]=[C:12](\[C:15]2[CH:20]=[CH:19][CH:18]=[C:17]([O:21][CH3:22])[CH:16]=2)/[C:13]#[N:14])[CH:7]=[CH:8][C:9]=1[CH3:10], predict the reaction product. The product is: [CH3:3][C:4]1[CH:5]=[C:6]([CH2:11][CH:12]([C:15]2[CH:20]=[CH:19][CH:18]=[C:17]([O:21][CH3:22])[CH:16]=2)[C:13]#[N:14])[CH:7]=[CH:8][C:9]=1[CH3:10]. (4) Given the reactants [Si:1]([O:8][CH:9]([C:27]1[CH:32]=[CH:31][C:30]([F:33])=[CH:29][CH:28]=1)[CH2:10][CH2:11][CH2:12][C:13]([N:15]1[CH:19]([C:20]2[CH:25]=[CH:24][CH:23]=[CH:22][CH:21]=2)[CH2:18][O:17][C:16]1=[O:26])=[O:14])([C:4]([CH3:7])([CH3:6])[CH3:5])([CH3:3])[CH3:2].[F:34][C:35]1[CH:40]=[CH:39][C:38]([N:41]=[CH:42][C:43]2[CH:48]=[CH:47][C:46]([OH:49])=[CH:45][CH:44]=2)=[CH:37][CH:36]=1.C(N(C(C)C)C(C)C)C.C[Si](Cl)(C)C.C(O)(=O)C(C(C(O)=O)O)O.S([O-])(O)=O.[Na+], predict the reaction product. The product is: [Si:1]([O:8][CH:9]([C:27]1[CH:32]=[CH:31][C:30]([F:33])=[CH:29][CH:28]=1)[CH2:10][CH2:11][CH:12]([CH:42]([NH:41][C:38]1[CH:39]=[CH:40][C:35]([F:34])=[CH:36][CH:37]=1)[C:43]1[CH:48]=[CH:47][C:46]([OH:49])=[CH:45][CH:44]=1)[C:13]([N:15]1[CH:19]([C:20]2[CH:25]=[CH:24][CH:23]=[CH:22][CH:21]=2)[CH2:18][O:17][C:16]1=[O:26])=[O:14])([C:4]([CH3:7])([CH3:5])[CH3:6])([CH3:3])[CH3:2]. (5) Given the reactants [CH2:1]([O:3][C:4](=[O:21])[CH2:5][CH2:6][C:7]([NH:9][NH:10][C:11](=[O:20])[C:12]1[CH:17]=[CH:16][C:15]([F:18])=[C:14]([F:19])[CH:13]=1)=O)[CH3:2].N1C=CC=CC=1.S(OS(C(F)(F)F)(=O)=O)(C(F)(F)F)(=O)=O, predict the reaction product. The product is: [CH2:1]([O:3][C:4](=[O:21])[CH2:5][CH2:6][C:7]1[O:20][C:11]([C:12]2[CH:17]=[CH:16][C:15]([F:18])=[C:14]([F:19])[CH:13]=2)=[N:10][N:9]=1)[CH3:2]. (6) Given the reactants [CH3:1][C:2]1([CH3:25])[S:8][C:7]2[CH:9]=[CH:10][CH:11]=[CH:12][C:6]=2[NH:5][C:4](=[O:13])[C@H:3]1[NH:14]C(=O)OCC1C=CC=CC=1.Br.CC(O)=O, predict the reaction product. The product is: [NH2:14][C@H:3]1[C:2]([CH3:1])([CH3:25])[S:8][C:7]2[CH:9]=[CH:10][CH:11]=[CH:12][C:6]=2[NH:5][C:4]1=[O:13]. (7) Given the reactants CS(Cl)(=O)=O.[Cl:6][C:7]1[CH:8]=[C:9]([CH:27]=[CH:28][C:29]=1[O:30][CH2:31][C:32]1[CH:37]=[CH:36][CH:35]=[C:34]([F:38])[CH:33]=1)[NH:10][C:11]1[C:16]([C:17]#[C:18][C:19]2[N:24]=[C:23]([CH2:25]O)[CH:22]=[CH:21][CH:20]=2)=[CH:15][N:14]=[CH:13][N:12]=1.[CH3:39][O:40][CH2:41][CH2:42][NH2:43].O, predict the reaction product. The product is: [Cl:6][C:7]1[CH:8]=[C:9]([NH:10][C:11]2[C:16]([C:17]#[C:18][C:19]3[CH:20]=[CH:21][CH:22]=[C:23]([CH2:25][NH:43][CH2:42][CH2:41][O:40][CH3:39])[N:24]=3)=[CH:15][N:14]=[CH:13][N:12]=2)[CH:27]=[CH:28][C:29]=1[O:30][CH2:31][C:32]1[CH:37]=[CH:36][CH:35]=[C:34]([F:38])[CH:33]=1.